Task: Regression. Given two drug SMILES strings and cell line genomic features, predict the synergy score measuring deviation from expected non-interaction effect.. Dataset: NCI-60 drug combinations with 297,098 pairs across 59 cell lines (1) Drug 1: CCC(=C(C1=CC=CC=C1)C2=CC=C(C=C2)OCCN(C)C)C3=CC=CC=C3.C(C(=O)O)C(CC(=O)O)(C(=O)O)O. Drug 2: C1CC(C1)(C(=O)O)C(=O)O.[NH2-].[NH2-].[Pt+2]. Cell line: IGROV1. Synergy scores: CSS=28.2, Synergy_ZIP=-3.60, Synergy_Bliss=0.301, Synergy_Loewe=-5.84, Synergy_HSA=-0.706. (2) Drug 1: C1CCC(C1)C(CC#N)N2C=C(C=N2)C3=C4C=CNC4=NC=N3. Drug 2: C1=CC=C(C=C1)NC(=O)CCCCCCC(=O)NO. Cell line: NCI-H522. Synergy scores: CSS=26.3, Synergy_ZIP=-0.931, Synergy_Bliss=9.03, Synergy_Loewe=9.58, Synergy_HSA=9.58. (3) Drug 1: C1C(C(OC1N2C=NC3=C(N=C(N=C32)Cl)N)CO)O. Drug 2: CCC1(CC2CC(C3=C(CCN(C2)C1)C4=CC=CC=C4N3)(C5=C(C=C6C(=C5)C78CCN9C7C(C=CC9)(C(C(C8N6C)(C(=O)OC)O)OC(=O)C)CC)OC)C(=O)OC)O.OS(=O)(=O)O. Cell line: IGROV1. Synergy scores: CSS=7.81, Synergy_ZIP=-2.80, Synergy_Bliss=-0.983, Synergy_Loewe=-2.39, Synergy_HSA=-1.29. (4) Drug 1: C1CCN(CC1)CCOC2=CC=C(C=C2)C(=O)C3=C(SC4=C3C=CC(=C4)O)C5=CC=C(C=C5)O. Drug 2: CC1C(C(CC(O1)OC2CC(CC3=C2C(=C4C(=C3O)C(=O)C5=C(C4=O)C(=CC=C5)OC)O)(C(=O)C)O)N)O.Cl. Cell line: HOP-62. Synergy scores: CSS=39.3, Synergy_ZIP=5.81, Synergy_Bliss=3.15, Synergy_Loewe=-27.4, Synergy_HSA=-0.623. (5) Drug 1: C1=NC2=C(N=C(N=C2N1C3C(C(C(O3)CO)O)F)Cl)N. Drug 2: C1=NC(=NC(=O)N1C2C(C(C(O2)CO)O)O)N. Cell line: RXF 393. Synergy scores: CSS=21.5, Synergy_ZIP=-4.09, Synergy_Bliss=-0.634, Synergy_Loewe=1.58, Synergy_HSA=1.91. (6) Drug 1: C1=CC(=CC=C1CCC2=CNC3=C2C(=O)NC(=N3)N)C(=O)NC(CCC(=O)O)C(=O)O. Drug 2: C1CC(=O)NC(=O)C1N2C(=O)C3=CC=CC=C3C2=O. Cell line: A498. Synergy scores: CSS=22.0, Synergy_ZIP=2.79, Synergy_Bliss=2.44, Synergy_Loewe=-12.7, Synergy_HSA=0.383. (7) Drug 1: CC(CN1CC(=O)NC(=O)C1)N2CC(=O)NC(=O)C2. Cell line: OVCAR3. Synergy scores: CSS=65.5, Synergy_ZIP=-4.21, Synergy_Bliss=-4.92, Synergy_Loewe=-8.88, Synergy_HSA=-3.72. Drug 2: CCC1(CC2CC(C3=C(CCN(C2)C1)C4=CC=CC=C4N3)(C5=C(C=C6C(=C5)C78CCN9C7C(C=CC9)(C(C(C8N6C)(C(=O)OC)O)OC(=O)C)CC)OC)C(=O)OC)O.OS(=O)(=O)O. (8) Drug 2: B(C(CC(C)C)NC(=O)C(CC1=CC=CC=C1)NC(=O)C2=NC=CN=C2)(O)O. Cell line: HT29. Synergy scores: CSS=2.24, Synergy_ZIP=1.16, Synergy_Bliss=4.32, Synergy_Loewe=-3.45, Synergy_HSA=0.734. Drug 1: CC1=C(C=C(C=C1)NC2=NC=CC(=N2)N(C)C3=CC4=NN(C(=C4C=C3)C)C)S(=O)(=O)N.Cl.